From a dataset of Forward reaction prediction with 1.9M reactions from USPTO patents (1976-2016). Predict the product of the given reaction. The product is: [Br:1][C:2]1[N:7]=[C:6]([C:8]2([CH3:15])[CH2:9][O:10][CH2:11][C:12]([NH2:16])=[N:13]2)[CH:5]=[CH:4][CH:3]=1. Given the reactants [Br:1][C:2]1[N:7]=[C:6]([C:8]2([CH3:15])[NH:13][C:12](=S)[CH2:11][O:10][CH2:9]2)[CH:5]=[CH:4][CH:3]=1.[NH3:16].CO, predict the reaction product.